Task: Predict which catalyst facilitates the given reaction.. Dataset: Catalyst prediction with 721,799 reactions and 888 catalyst types from USPTO (1) Reactant: [Br:1][C:2]1[CH:3]=[C:4]([N+:11]([O-])=O)[CH:5]=[C:6]2[C:10]=1[NH:9][N:8]=[CH:7]2.CO. Product: [Br:1][C:2]1[CH:3]=[C:4]([NH2:11])[CH:5]=[C:6]2[C:10]=1[NH:9][N:8]=[CH:7]2. The catalyst class is: 180. (2) Reactant: [Cl:1][C:2]1[C:3]2[CH:10]=[CH:9][N:8]([C@H:11]3[C@@H:15]4[O:16][C:17]([CH3:20])([CH3:19])[O:18][C@@H:14]4[C@@H:13]([CH2:21]O)[CH2:12]3)[C:4]=2[N:5]=[CH:6][N:7]=1.C1C=CC(P(C2C=CC=CC=2)C2C=CC=CC=2)=CC=1.N(C(OC(C)C)=O)=NC(OC(C)C)=O.C1C=CC(OP(OC2C=CC=CC=2)([N:65]=[N+:66]=[N-:67])=O)=CC=1. Product: [N:65]([CH2:21][C@@H:13]1[C@H:14]2[O:18][C:17]([CH3:19])([CH3:20])[O:16][C@H:15]2[C@H:11]([N:8]2[C:4]3[N:5]=[CH:6][N:7]=[C:2]([Cl:1])[C:3]=3[CH:10]=[CH:9]2)[CH2:12]1)=[N+:66]=[N-:67]. The catalyst class is: 1. (3) Reactant: [O:1]=[C:2]1[CH2:10][C:9]2[C:4](=[CH:5][CH:6]=[C:7]([CH:11]=[O:12])[CH:8]=2)[NH:3]1.S([CH2:23][N+:24]#[C-:25])(C1C=CC(C)=CC=1)(=O)=O.C(=O)([O-])[O-].[K+].[K+]. Product: [O:12]1[C:11]([C:7]2[CH:8]=[C:9]3[C:4](=[CH:5][CH:6]=2)[NH:3][C:2](=[O:1])[CH2:10]3)=[CH:25][N:24]=[CH:23]1. The catalyst class is: 5. (4) Reactant: C[O:2][C:3](=[O:17])[C:4]1[CH:9]=[CH:8][C:7](/[CH:10]=[CH:11]/[C:12]([CH3:15])([CH3:14])[CH3:13])=[CH:6][C:5]=1[CH3:16].[OH-].[Li+].O.Cl. Product: [CH3:13][C:12]([CH3:15])([CH3:14])/[CH:11]=[CH:10]/[C:7]1[CH:8]=[CH:9][C:4]([C:3]([OH:17])=[O:2])=[C:5]([CH3:16])[CH:6]=1. The catalyst class is: 5. (5) Reactant: [F:1][C:2]1[CH:3]=[C:4]([C:21]2[CH:22]=[N:23][N:24]3[CH:29]=[CH:28][C:27]([N:30]4[C@@H:34]([C:35]5[CH:40]=[CH:39][CH:38]=[CH:37][C:36]=5[O:41][CH3:42])[CH2:33][O:32][C:31]4=[O:43])=[N:26][C:25]=23)[CH:5]=[CH:6][C:7]=1[C:8]1[N:12]=[CH:11][N:10](COCC[Si](C)(C)C)[N:9]=1.FC(F)(F)C(O)=O. Product: [F:1][C:2]1[CH:3]=[C:4]([C:21]2[CH:22]=[N:23][N:24]3[CH:29]=[CH:28][C:27]([N:30]4[C@@H:34]([C:35]5[CH:40]=[CH:39][CH:38]=[CH:37][C:36]=5[O:41][CH3:42])[CH2:33][O:32][C:31]4=[O:43])=[N:26][C:25]=23)[CH:5]=[CH:6][C:7]=1[C:8]1[N:12]=[CH:11][NH:10][N:9]=1. The catalyst class is: 2.